From a dataset of Catalyst prediction with 721,799 reactions and 888 catalyst types from USPTO. Predict which catalyst facilitates the given reaction. Reactant: C(OC([N:8]1[CH2:13][CH2:12][CH:11]([N:14]2[CH2:19][CH2:18][N:17]([CH2:20][CH:21]([OH:34])[C:22]3[CH:31]=[CH:30][CH:29]=[C:28]4[C:23]=3[CH:24]=[C:25]([O:32][CH3:33])[CH:26]=[N:27]4)[CH2:16][CH2:15]2)[CH2:10][CH2:9]1)=O)(C)(C)C. Product: [CH3:33][O:32][C:25]1[CH:26]=[N:27][C:28]2[C:23]([CH:24]=1)=[C:22]([CH:21]([OH:34])[CH2:20][N:17]1[CH2:18][CH2:19][N:14]([CH:11]3[CH2:12][CH2:13][NH:8][CH2:9][CH2:10]3)[CH2:15][CH2:16]1)[CH:31]=[CH:30][CH:29]=2. The catalyst class is: 620.